Dataset: Reaction yield outcomes from USPTO patents with 853,638 reactions. Task: Predict the reaction yield, written as a fraction of the theoretical maximum amount of product (1.0 means a 100% yield; for example, 0.34 means a 34% yield). (1) The reactants are C(OC(=O)[NH:7][CH:8]([CH3:16])[CH2:9][N:10]1[CH2:15][CH2:14][O:13][CH2:12][CH2:11]1)(C)(C)C.Cl. The yield is 0.960. The product is [CH3:16][C@H:8]([NH2:7])[CH2:9][N:10]1[CH2:15][CH2:14][O:13][CH2:12][CH2:11]1. The catalyst is CO. (2) The reactants are [C:1]([C:4]1[CH:5]=[C:6]([CH:17]=[CH:18][CH:19]=1)[CH2:7][CH:8]([C:14](=O)[CH3:15])[C:9]([O:11]CC)=O)(=[O:3])[CH3:2].Cl.[C:21](=[NH:26])([NH2:25])[CH2:22][CH2:23][CH3:24].C[O-].[Na+].CO. The catalyst is CO. The product is [C:1]([C:4]1[CH:5]=[C:6]([CH:17]=[CH:18][CH:19]=1)[CH2:7][C:8]1[C:9](=[O:11])[NH:26][C:21]([CH2:22][CH2:23][CH3:24])=[N:25][C:14]=1[CH3:15])(=[O:3])[CH3:2]. The yield is 0.780. (3) The reactants are C[O:2][C:3](=[O:37])[C:4]1[CH:9]=[CH:8][C:7]([S:10]([CH2:13][CH:14]([C:21]2[N:22]([C:30]3[CH:35]=[CH:34][C:33]([Cl:36])=[CH:32][CH:31]=3)[N:23]=[C:24]3[C:29]=2[CH2:28][CH2:27][CH2:26][CH2:25]3)[CH:15]2[CH2:20][CH2:19][CH2:18][CH2:17][CH2:16]2)(=[O:12])=[O:11])=[CH:6][CH:5]=1.[OH-].[Na+]. The catalyst is CO.O. The product is [Cl:36][C:33]1[CH:34]=[CH:35][C:30]([N:22]2[C:21]([CH:14]([CH:15]3[CH2:20][CH2:19][CH2:18][CH2:17][CH2:16]3)[CH2:13][S:10]([C:7]3[CH:6]=[CH:5][C:4]([C:3]([OH:37])=[O:2])=[CH:9][CH:8]=3)(=[O:12])=[O:11])=[C:29]3[C:24]([CH2:25][CH2:26][CH2:27][CH2:28]3)=[N:23]2)=[CH:31][CH:32]=1. The yield is 0.471. (4) The reactants are [CH3:1][N:2]([CH2:7][C:8]1[O:9][C:10]2[CH:17]=[CH:16][CH:15]=[CH:14][C:11]=2[C:12]=1[CH3:13])[C:3](=[O:6])[CH:4]=[CH2:5].C(N(C(C)C)CC)(C)C.Br[C:28]1[CH:37]=[N:36][C:35]2[NH:34][CH2:33][C:32](C)(C)[O:31][C:30]=2[CH:29]=1.CC1C=CC=CC=1P(C1C=CC=CC=1C)C1C=CC=CC=1C. The catalyst is C(#N)CC.CN(C=O)C.CC([O-])=O.CC([O-])=O.[Pd+2]. The product is [O:31]1[CH2:32][CH2:33][NH:34][C:35]2[N:36]=[CH:37][C:28](/[CH:5]=[CH:4]/[C:3]([N:2]([CH3:1])[CH2:7][C:8]3[O:9][C:10]4[CH:17]=[CH:16][CH:15]=[CH:14][C:11]=4[C:12]=3[CH3:13])=[O:6])=[CH:29][C:30]1=2. The yield is 0.520. (5) The reactants are [CH2:1]([N:28]1[C:32]([CH3:34])([CH3:33])[C:31](=[O:35])[N:30]([C:36]2[CH:41]=[CH:40][C:39]([N+:42]([O-])=O)=[C:38]([C:45]([F:48])([F:47])[F:46])[CH:37]=2)[C:29]1=[O:49])[CH2:2][CH2:3][CH2:4][CH2:5][N:6]1[C:10]([CH3:12])([CH3:11])[C:9](=[O:13])[N:8]([C:14]2[CH:19]=[CH:18][C:17]([N+:20]([O-])=O)=[C:16]([C:23]([F:26])([F:25])[F:24])[CH:15]=2)[C:7]1=[O:27].Cl[Sn]Cl.C([O-])([O-])=O.[Na+].[Na+]. The catalyst is CCOC(C)=O.CCCCCCC.CCOC(C)=O. The product is [CH2:5]([N:6]1[C:10]([CH3:12])([CH3:11])[C:9](=[O:13])[N:8]([C:14]2[CH:19]=[CH:18][C:17]([NH2:20])=[C:16]([C:23]([F:26])([F:25])[F:24])[CH:15]=2)[C:7]1=[O:27])[CH2:4][CH2:3][CH2:2][CH2:1][N:28]1[C:32]([CH3:34])([CH3:33])[C:31](=[O:35])[N:30]([C:36]2[CH:41]=[CH:40][C:39]([NH2:42])=[C:38]([C:45]([F:46])([F:47])[F:48])[CH:37]=2)[C:29]1=[O:49]. The yield is 0.780. (6) The reactants are [C:1]([C:4]1[CH:5]=[C:6]2[C:10](=[CH:11][CH:12]=1)[NH:9][C:8](=[O:13])[CH2:7]2)([OH:3])=[O:2].[NH:14]1[C:22]2[C:17](=[CH:18][CH:19]=[CH:20][CH:21]=2)[CH:16]=[C:15]1[CH:23]=O. The catalyst is N1CCCCC1.C(O)C. The product is [NH:14]1[C:22]2[C:17](=[CH:18][CH:19]=[CH:20][CH:21]=2)[CH:16]=[C:15]1[CH:23]=[C:7]1[C:6]2[C:10](=[CH:11][CH:12]=[C:4]([C:1]([OH:3])=[O:2])[CH:5]=2)[NH:9][C:8]1=[O:13]. The yield is 0.400.